Dataset: NCI-60 drug combinations with 297,098 pairs across 59 cell lines. Task: Regression. Given two drug SMILES strings and cell line genomic features, predict the synergy score measuring deviation from expected non-interaction effect. Drug 1: CC=C1C(=O)NC(C(=O)OC2CC(=O)NC(C(=O)NC(CSSCCC=C2)C(=O)N1)C(C)C)C(C)C. Drug 2: C1=CC=C(C=C1)NC(=O)CCCCCCC(=O)NO. Cell line: MCF7. Synergy scores: CSS=61.0, Synergy_ZIP=-0.911, Synergy_Bliss=0.249, Synergy_Loewe=-2.58, Synergy_HSA=4.41.